Dataset: Experimentally validated miRNA-target interactions with 360,000+ pairs, plus equal number of negative samples. Task: Binary Classification. Given a miRNA mature sequence and a target amino acid sequence, predict their likelihood of interaction. (1) The miRNA is hsa-miR-9500 with sequence AAGGGAAGAUGGUGACCAC. The protein sequence of the target gene is MGDDQEDDFPRRLSESMEDLSLDLGALQGSEYLQDLGLGAPSHSQPGETPDSRPTGEEPGRDSLFSSLAGSQDLSRRRSWERSRSCSESWRRLSLDASAVDEEPCLPRTLASLALNLPGGGLKTWTQGCLSGGGTPAESPGKECDSPKKRGRSRSVPVSFYEIRSPEISPGLEVPTPPVQGLEPPVLECMEKDHVEPDHVLIVQQVLQELRQYHGARQRACMSASPGGAHSNLTWFEFLSESEDGAGKNEKSDKSTSVKRRLSCLRSRVTRQKEKGKSPAHLKDKGQDARERRECVNGHQ.... Result: 1 (interaction). (2) The miRNA is hsa-miR-4761-5p with sequence ACAAGGUGUGCAUGCCUGACC. The protein sequence of the target gene is MSVRGKAGKGLGKGGAKCHRKVLSDNIQGITKCTIRRLARHGGVKRILGLIYEETRRVFKVFLENVIWYAVTNTEHAKRKTVTAMAVVYVLKRQGRTL. Result: 0 (no interaction). (3) The miRNA is mmu-miR-24-3p with sequence UGGCUCAGUUCAGCAGGAACAG. The protein sequence of the target gene is MLAATCNKIGSPSPSPSSLSDSSSSFGKGFHPWKRSSSSSSGSCNVVGSSLSSFGVSGASRNGGSSSAAAAAAAAAAAAAALVSDSFSCGGSPGSSAFSLTSSSAAAAAAAAAAAASSSPFANDYSVFQAPGVSGGSGGGGGGGGGGSGAHSQDSSHQPVFISKVHTSVDGLQGIYPRVGMAHPYESWFKPSHPGLGAAADVGSAGASSWWDVGAGWIDVQNPNGAAALPGSLHPAAGGLQTSLHSPLGGYNSDYSGLSHSAFSSGASSHLLSPAGQHLMDGFKPVLPGSYPDSAPSPLA.... Result: 1 (interaction). (4) The miRNA is hsa-miR-410-3p with sequence AAUAUAACACAGAUGGCCUGU. The protein sequence of the target gene is MATTGALGNYYVDSFLLGADAADELGAGRYAPGTLGQPPRQAAALAEHPDFSPCSFQSKAAVFGASWNPVHAAGANAVPAAVYHHHHHPYVHPQAPVAAAAPDGRYMRSWLEPTPGALSFAGLPSSRPYGIKPEPLSARRGDCPTLDTHTLSLTDYACGSPPVDREKQPSEGAFSENNAENESGGDKPPIDPNNPAANWLHARSTRKKRCPYTKHQTLELEKEFLFNMYLTRDRRYEVARLLNLTERQVKIWFQNRRMKMKKINKDRAKDE. Result: 0 (no interaction). (5) The miRNA is mmu-miR-7018-5p with sequence GUGAGCAGACAGGGAGUGGUGGGG. The protein sequence of the target gene is MARGERRRRAVPAEGVRTAERAARGGPGRRDGRGGGPRSTAGGVALAVVVLSLALGMSGRWVLAWYRARRAVTLHSAPPVLPADSSSPAVAPDLFWGTYRPHVYFGMKTRSPKPLLTGLMWAQQGTTPGTPKLRHTCEQGDGVGPYGWEFHDGLSFGRQHIQDGALRLTTEFVKRPGGQHGGDWSWRVTVEPQDSGTSALPLVSLFFYVVTDGKEVLLPEVGAKGQLKFISGHTSELGDFRFTLLPPTSPGDTAPKYGSYNVFWTSNPGLPLLTEMVKSRLNSWFQHRPPGAPPERYLGL.... Result: 0 (no interaction). (6) The miRNA is hsa-miR-4789-5p with sequence GUAUACACCUGAUAUGUGUAUG. The protein sequence of the target gene is MAAAAVQGGRSGGSGGCSGAGGASNCGTGSGRSGLLDKWKIDDKPVKIDKWDGSAVKNSLDDSAKKVLLEKYKYVENFGLIDGRLTICTISCFFAIVALIWDYMHPFPESKPVLALCVISYFVMMGILTIYTSYKEKSIFLVAHRKDPTGMDPDDIWQLSSSLKRFDDKYTLKLTFISGRTKQQREAEFTKSIAKFFDHSGTLVMDAYEPEISRLHDSLAIERKIK. Result: 1 (interaction). (7) The miRNA is hsa-miR-4763-5p with sequence CGCCUGCCCAGCCCUCCUGCU. The protein sequence of the target gene is MAALAAPGLLSVRILGLRTAQVQLRRVHQSVATEGPSPSPSPSLSSTQSAVSKAGAGAVVPKLSHLPRSRAEYVVTKLDDLINWARRSSLWPMTFGLACCAVEMMHMAAPRYDMDRFGVVFRASPRQADVMIVAGTLTNKMAPALRKVYDQMPEPRYVVSMGSCANGGGYYHYSYSVVRGCDRIVPVDIYVPGCPPTAEALLYGILQLQRKIKREQKLKIWYRR. Result: 0 (no interaction). (8) The miRNA is hsa-miR-34a-3p with sequence CAAUCAGCAAGUAUACUGCCCU. The protein sequence of the target gene is MAGSQDIFDAIVMADERFHGEGYREGYEEGSSLGVMEGRQHGTLHGAKIGSEIGCYQGFAFAWKCLLHSCTTEKDSRKMKVLESLIGMIQKFPYDDPTYDKLHEDLDKIRGKFKQFCSLLNVQPDFKISAEGSGLSF. Result: 0 (no interaction). (9) The miRNA is hsa-miR-7106-3p with sequence AGCUCCCUGAAUCCCUGUCCCAG. The protein sequence of the target gene is MDSEYYSGDQSDDGGATPVQDERDSGSDGEDDVNEQHSGSDTGSVERHSENETSDREDGLPKGHHVTDSENDEPLNLNASDSESEELHRQKDSDSESEERAEPPASDSENEDVNQHGSDSESEETRKLPGSDSENEELLNGHASDSENEDVGKHPASDSEIEELQKSPASDSETEDALKPQISDSESEEPPRHQASDSENEEPPKPRMSDSESEELPKPQVSDSESEEPPRHQASDSENEELPKPRISDSESEDPPRHQASDSENEELPKPRISDSESEDPPRNQASDSENEELPKPRVS.... Result: 0 (no interaction). (10) The miRNA is hsa-miR-4738-5p with sequence ACCAGCGCGUUUUCAGUUUCAU. The protein sequence of the target gene is MDGGDDGNLIIKKRFVSEAELDERRKRRQEEWEKVRKPEDPEECPEEVYDPRSLYERLQEQKDRKQQEYEEQFKFKNMVRGLDEDETNFLDEVSRQQELIEKQRREEELKELKEYRNNLKKVGISQENKKEVEKKLTVKPIETKNKFSQAKLLAGAVKHKSSESGNSVKRLKPDPEPDDKNQEPSSCKSLGNTSLSGPSIHCPSAAVCIGILPGLGAYSGSSDSESSSDSEGTINATGKIVSSIFRTNTFLEAP. Result: 0 (no interaction).